Task: Predict the product of the given reaction.. Dataset: Forward reaction prediction with 1.9M reactions from USPTO patents (1976-2016) The product is: [S:7]1[C:11]2[CH:12]=[CH:13][CH:14]=[CH:15][C:10]=2[N:9]=[C:8]1[NH:16][C:17]1[CH:22]=[CH:21][C:20]([O:23][C:25]2[C:30]([CH:31]3[CH2:35][N:34]([CH3:36])[C:33](=[O:37])[CH2:32]3)=[CH:29][CH:28]=[CH:27][N:26]=2)=[CH:19][CH:18]=1. Given the reactants C(=O)([O-])[O-].[Cs+].[Cs+].[S:7]1[C:11]2[CH:12]=[CH:13][CH:14]=[CH:15][C:10]=2[N:9]=[C:8]1[NH:16][C:17]1[CH:22]=[CH:21][C:20]([OH:23])=[CH:19][CH:18]=1.F[C:25]1[C:30]([CH:31]2[CH2:35][N:34]([CH3:36])[C:33](=[O:37])[CH2:32]2)=[CH:29][CH:28]=[CH:27][N:26]=1, predict the reaction product.